This data is from Full USPTO retrosynthesis dataset with 1.9M reactions from patents (1976-2016). The task is: Predict the reactants needed to synthesize the given product. (1) Given the product [C:1]([SiH2:5][O:6][C:7]([CH3:17])([CH3:16])[C:8]1[CH:9]=[C:10]([CH3:15])[N:11]=[C:12]([C:22]#[N:23])[CH:13]=1)([CH3:4])([CH3:3])[CH3:2], predict the reactants needed to synthesize it. The reactants are: [C:1]([SiH2:5][O:6][C:7]([CH3:17])([CH3:16])[C:8]1[CH:13]=[CH:12][N+:11]([O-])=[C:10]([CH3:15])[CH:9]=1)([CH3:4])([CH3:3])[CH3:2].C[Si]([C:22]#[N:23])(C)C.CN(C)C(Cl)=O.C(=O)(O)[O-].[Na+]. (2) Given the product [NH2:20][CH2:23][C:24]1[CH:29]=[CH:28][C:27]([C:30]2[CH2:34][C:33]([C:36]([F:38])([F:39])[F:37])([OH:35])[O:32][N:31]=2)=[CH:26][CH:25]=1, predict the reactants needed to synthesize it. The reactants are: C1(P(C2C=CC=CC=2)C2C=CC=CC=2)C=CC=CC=1.[N:20]([CH2:23][C:24]1[CH:29]=[CH:28][C:27]([C:30]2[CH2:34][C:33]([C:36]([F:39])([F:38])[F:37])([OH:35])[O:32][N:31]=2)=[CH:26][CH:25]=1)=[N+]=[N-].